This data is from Catalyst prediction with 721,799 reactions and 888 catalyst types from USPTO. The task is: Predict which catalyst facilitates the given reaction. Reactant: [OH:1][C:2]1[CH:3]=[C:4]([CH:7]=[CH:8][CH:9]=1)[CH:5]=O.[CH3:10][NH:11][CH3:12].C(O[BH-](OC(=O)C)OC(=O)C)(=O)C.[Na+].C(O)(=O)C.C([O-])(O)=O.[Na+]. Product: [CH3:10][N:11]([CH2:5][C:4]1[CH:3]=[C:2]([OH:1])[CH:9]=[CH:8][CH:7]=1)[CH3:12]. The catalyst class is: 26.